From a dataset of Tyrosyl-DNA phosphodiesterase HTS with 341,365 compounds. Binary Classification. Given a drug SMILES string, predict its activity (active/inactive) in a high-throughput screening assay against a specified biological target. (1) The drug is S1C(c2c(n([nH]c2C)C2CC(OCC2)(C)C)=NC(=O)C1)c1ccc(OCC)cc1. The result is 0 (inactive). (2) The compound is Fc1cc(CNC(=O)C2CCN(CC2)C(=O)N2CC(Oc3c2cc(cc3)C)CC)ccc1. The result is 0 (inactive). (3) The molecule is Clc1c(N\C=C\C(=O)c2ccccc2)cc(cc1)C. The result is 0 (inactive). (4) The molecule is S(=O)(=O)(N(CC(=O)N1CCN(CC1)CC)C)c1cc(c(OC)cc1)C. The result is 0 (inactive). (5) The drug is o1nc(nc1c1nnn(c2c(cccc2)C)c1N)c1c(cccc1)C. The result is 0 (inactive). (6) The compound is O=C(N1CCN(CC1)C(OCC)=O)c1cc2N(Cc3c(ccc(c3)C)C)C(=O)c3c(S(=O)c2cc1)cccc3. The result is 0 (inactive).